From a dataset of Forward reaction prediction with 1.9M reactions from USPTO patents (1976-2016). Predict the product of the given reaction. The product is: [NH2:22][C:4]1[CH:3]=[C:2]([F:1])[CH:7]=[CH:6][C:5]=1[S:8]([NH:11][C:12]1[CH:13]=[CH:14][CH:15]=[C:16]2[C:21]=1[N:20]=[CH:19][CH:18]=[CH:17]2)(=[O:9])=[O:10]. Given the reactants [F:1][C:2]1[CH:7]=[CH:6][C:5]([S:8]([NH:11][C:12]2[CH:13]=[CH:14][CH:15]=[C:16]3[C:21]=2[N:20]=[CH:19][CH:18]=[CH:17]3)(=[O:10])=[O:9])=[C:4]([N+:22]([O-])=O)[CH:3]=1.O.O.[Sn](Cl)Cl, predict the reaction product.